Dataset: Full USPTO retrosynthesis dataset with 1.9M reactions from patents (1976-2016). Task: Predict the reactants needed to synthesize the given product. (1) Given the product [Br:1][C:2]1[N:6]2[N:7]=[C:8]([N:13]([CH2:14][CH2:15][CH2:16][CH3:17])[CH3:12])[CH:9]=[CH:10][C:5]2=[N:4][CH:3]=1, predict the reactants needed to synthesize it. The reactants are: [Br:1][C:2]1[N:6]2[N:7]=[C:8](Cl)[CH:9]=[CH:10][C:5]2=[N:4][CH:3]=1.[CH3:12][NH:13][CH2:14][CH2:15][CH2:16][CH3:17].CCN(C(C)C)C(C)C. (2) Given the product [CH3:21][C:20]([CH3:23])([O:19][C:17]([N:1]1[C:5]([CH2:6][CH2:7][C:8]([OH:10])=[O:9])=[CH:4][N:3]=[CH:2]1)=[O:18])[CH3:22], predict the reactants needed to synthesize it. The reactants are: [NH:1]1[C:5]([CH2:6][CH2:7][C:8]([OH:10])=[O:9])=[CH:4][N:3]=[CH:2]1.C([O-])([O-])=O.[K+].[K+].[C:17](O[C:17]([O:19][C:20]([CH3:23])([CH3:22])[CH3:21])=[O:18])([O:19][C:20]([CH3:23])([CH3:22])[CH3:21])=[O:18]. (3) The reactants are: [CH3:1][NH:2][C:3]1[CH:8]=[CH:7][N:6]=[CH:5][C:4]=1[N+:9]([O-])=O.[H][H]. Given the product [CH3:1][NH:2][C:3]1[CH:8]=[CH:7][N:6]=[CH:5][C:4]=1[NH2:9], predict the reactants needed to synthesize it.